Dataset: Full USPTO retrosynthesis dataset with 1.9M reactions from patents (1976-2016). Task: Predict the reactants needed to synthesize the given product. The reactants are: [CH3:1][O:2][C:3]1[CH:4]=[C:5]([CH:8]=[CH:9][CH:10]=1)[CH:6]=O.[CH:11]1([NH2:14])[CH2:13][CH2:12]1. Given the product [CH:11]1([NH:14][CH2:6][C:5]2[CH:8]=[CH:9][CH:10]=[C:3]([O:2][CH3:1])[CH:4]=2)[CH2:13][CH2:12]1, predict the reactants needed to synthesize it.